From a dataset of Forward reaction prediction with 1.9M reactions from USPTO patents (1976-2016). Predict the product of the given reaction. (1) Given the reactants Cl.[CH3:2][S:3]([C:6]1[CH:11]=[CH:10][C:9]([NH:12][NH2:13])=[CH:8][CH:7]=1)(=[O:5])=[O:4].[CH3:14][O:15][C:16](=[O:30])[C:17]1[CH:22]=[CH:21][C:20]([C:23](=O)[CH2:24][C:25](OC)=[O:26])=[CH:19][CH:18]=1, predict the reaction product. The product is: [OH:26][C:25]1[N:12]([C:9]2[CH:8]=[CH:7][C:6]([S:3]([CH3:2])(=[O:5])=[O:4])=[CH:11][CH:10]=2)[N:13]=[C:23]([C:20]2[CH:21]=[CH:22][C:17]([C:16]([O:15][CH3:14])=[O:30])=[CH:18][CH:19]=2)[CH:24]=1. (2) Given the reactants CN(C)[CH:3]=[C:4]([C:12]1[CH:17]=[CH:16][N:15]=[CH:14][CH:13]=1)[C:5]([C:7]1[O:8][CH:9]=[CH:10][CH:11]=1)=O.Cl.[NH2:20][C:21]([NH2:23])=[NH:22].C(=O)([O-])[O-].[K+].[K+], predict the reaction product. The product is: [O:8]1[CH:9]=[CH:10][CH:11]=[C:7]1[C:5]1[C:4]([C:12]2[CH:13]=[CH:14][N:15]=[CH:16][CH:17]=2)=[CH:3][N:20]=[C:21]([NH2:23])[N:22]=1. (3) Given the reactants C(OC([N:8]1[C:38]2[C:33](=[CH:34][CH:35]=[C:36]([Cl:39])[CH:37]=2)[C:10]2([CH:15]([C:16]3[CH:21]=[CH:20][CH:19]=[C:18]([Cl:22])[CH:17]=3)[CH2:14][C:13](=[O:23])[NH:12][CH:11]2[C:24]2[CH:29]=[C:28]([F:30])[CH:27]=[CH:26][C:25]=2[CH2:31]Br)[C:9]1=[O:40])=O)(C)(C)C.C([O-])([O-])=O.[K+].[K+].[CH3:47][S:48]([N:51]1[CH2:56][CH2:55][NH:54][CH2:53][CH2:52]1)(=[O:50])=[O:49], predict the reaction product. The product is: [Cl:39][C:36]1[CH:37]=[C:38]2[NH:8][C:9](=[O:40])[C@:10]3([C@H:15]([C:16]4[CH:21]=[CH:20][CH:19]=[C:18]([Cl:22])[CH:17]=4)[CH2:14][C:13](=[O:23])[NH:12][C@@H:11]3[C:24]3[CH:29]=[C:28]([F:30])[CH:27]=[CH:26][C:25]=3[CH2:31][N:54]3[CH2:55][CH2:56][N:51]([S:48]([CH3:47])(=[O:50])=[O:49])[CH2:52][CH2:53]3)[C:33]2=[CH:34][CH:35]=1. (4) Given the reactants COC1N=CC(N2CCC(N3CC[C@@H](NC(=O)C[NH:23][C:24](=[O:35])[C:25]4[CH:30]=[CH:29][CH:28]=[C:27]([C:31]([F:34])([F:33])[F:32])[CH:26]=4)C3)CC2)=CC=1.COC1C=CC(N2CCC(=O)CC2)=CC=1.COC1N=CC(N2CCC(=O)CC2)=CC=1, predict the reaction product. The product is: [F:32][C:31]([F:33])([F:34])[C:27]1[CH:26]=[C:25]([CH:30]=[CH:29][CH:28]=1)[C:24]([NH2:23])=[O:35]. (5) Given the reactants C[O-].[Na+].[I-].[Na+].[Cl:6][CH2:7][CH:8]([NH:11][C:12]1[CH:13]=[C:14]2[C:23](=[CH:24][CH:25]=1)[S:22][C:21]1[C:20]([C:26]3[NH:31][C:30](=[O:32])[CH:29]=[C:28]([N:33]4[CH2:38][CH2:37][O:36][CH2:35][CH2:34]4)[CH:27]=3)=[CH:19][CH:18]=[CH:17][C:16]=1[S:15]2)[CH2:9]Cl.CO, predict the reaction product. The product is: [Cl:6][CH2:7][CH:8]1[CH2:9][N:11]1[C:12]1[CH:13]=[C:14]2[C:23](=[CH:24][CH:25]=1)[S:22][C:21]1[C:20]([C:26]3[NH:31][C:30](=[O:32])[CH:29]=[C:28]([N:33]4[CH2:38][CH2:37][O:36][CH2:35][CH2:34]4)[CH:27]=3)=[CH:19][CH:18]=[CH:17][C:16]=1[S:15]2. (6) The product is: [N:17]1[CH:18]=[CH:19][CH:20]=[C:15]([NH:14][C:7]([C:5]2[C:4]([C:10]([F:13])([F:12])[F:11])=[N:3][N:2]([CH3:1])[CH:6]=2)=[O:8])[CH:16]=1. Given the reactants [CH3:1][N:2]1[CH:6]=[C:5]([C:7](O)=[O:8])[C:4]([C:10]([F:13])([F:12])[F:11])=[N:3]1.[NH2:14][C:15]1[CH:16]=[N:17][CH:18]=[CH:19][CH:20]=1, predict the reaction product.